Dataset: Forward reaction prediction with 1.9M reactions from USPTO patents (1976-2016). Task: Predict the product of the given reaction. (1) Given the reactants [C:1]([C:5]1[CH:12]=[CH:11][C:8]([CH2:9]Br)=[CH:7][CH:6]=1)([CH3:4])([CH3:3])[CH3:2].[NH:13]1[CH2:18][CH2:17][NH:16][CH2:15][CH2:14]1, predict the reaction product. The product is: [C:1]([C:5]1[CH:12]=[CH:11][C:8]([CH2:9][N:13]2[CH2:18][CH2:17][NH:16][CH2:15][CH2:14]2)=[CH:7][CH:6]=1)([CH3:4])([CH3:3])[CH3:2]. (2) Given the reactants [Br:1][C:2]1[CH:10]=[CH:9][C:5]([C:6]([OH:8])=O)=[C:4]([N:11]2[CH2:16][CH2:15][O:14][CH2:13][CH2:12]2)[CH:3]=1.C[N:18]1[CH2:23][CH2:22][O:21][CH2:20][CH2:19]1.CN(C(ON1N=NC2C=CC=NC1=2)=[N+](C)C)C.F[P-](F)(F)(F)(F)F.N1CCOCC1, predict the reaction product. The product is: [Br:1][C:2]1[CH:10]=[CH:9][C:5]([C:6]([N:18]2[CH2:23][CH2:22][O:21][CH2:20][CH2:19]2)=[O:8])=[C:4]([N:11]2[CH2:16][CH2:15][O:14][CH2:13][CH2:12]2)[CH:3]=1.